The task is: Predict the reactants needed to synthesize the given product.. This data is from Full USPTO retrosynthesis dataset with 1.9M reactions from patents (1976-2016). (1) Given the product [NH2:1][C:2]1[C:7]([C:8]2[CH:17]=[CH:16][C:11]([C:12]([OH:14])=[O:13])=[C:10]([F:18])[CH:9]=2)=[CH:6][C:5]([C:19]2[C:20]([CH3:27])=[N:21][N:22]([CH:24]([F:26])[F:25])[CH:23]=2)=[CH:4][N:3]=1, predict the reactants needed to synthesize it. The reactants are: [NH2:1][C:2]1[C:7]([C:8]2[CH:17]=[CH:16][C:11]([C:12]([O:14]C)=[O:13])=[C:10]([F:18])[CH:9]=2)=[CH:6][C:5]([C:19]2[C:20]([CH3:27])=[N:21][N:22]([CH:24]([F:26])[F:25])[CH:23]=2)=[CH:4][N:3]=1.[Li+].[OH-].Cl. (2) Given the product [OH:9][C:6]1[CH:7]=[CH:8][C:3]([S:2][CH3:1])=[CH:4][C:5]=1[C:10](=[O:12])[CH3:11], predict the reactants needed to synthesize it. The reactants are: [CH3:1][S:2][C:3]1[CH:8]=[CH:7][C:6]([OH:9])=[CH:5][CH:4]=1.[C:10](Cl)(=[O:12])[CH3:11]. (3) Given the product [C:4]([O:3][C:1]([N:8]1[CH2:13][CH2:12][N:11]([C:32]2[C:41]3[C:36](=[CH:37][CH:38]=[C:39]([O:42][CH3:43])[N:40]=3)[N:35]=[CH:34][CH:33]=2)[C:10](=[O:14])[CH2:9]1)=[O:2])([CH3:7])([CH3:6])[CH3:5], predict the reactants needed to synthesize it. The reactants are: [C:1]([N:8]1[CH2:13][CH2:12][NH:11][C:10](=[O:14])[CH2:9]1)([O:3][C:4]([CH3:7])([CH3:6])[CH3:5])=[O:2].[O-]P([O-])([O-])=O.[K+].[K+].[K+].N[C@@H]1CCCC[C@H]1N.Br[C:32]1[CH:33]=[CH:34][N:35]=[C:36]2[C:41]=1[N:40]=[C:39]([O:42][CH3:43])[CH:38]=[CH:37]2. (4) Given the product [CH3:16][O:15][C:12]1[CH:13]=[CH:14][C:9]([NH:8][C:6]2[CH:5]=[CH:4][N:3]=[C:2]([NH:20][CH2:19][CH2:17][OH:18])[CH:7]=2)=[CH:10][CH:11]=1, predict the reactants needed to synthesize it. The reactants are: F[C:2]1[CH:7]=[C:6]([NH:8][C:9]2[CH:14]=[CH:13][C:12]([O:15][CH3:16])=[CH:11][CH:10]=2)[CH:5]=[CH:4][N:3]=1.[CH2:17]([CH2:19][NH2:20])[OH:18].[OH-].[Na+]. (5) The reactants are: [Br:1][C:2]1[CH:22]=[CH:21][C:5]([O:6][CH2:7][CH:8]2[CH2:13][CH2:12][N:11](C(OC(C)(C)C)=O)[CH2:10][CH2:9]2)=[CH:4][C:3]=1[F:23].[ClH:24].O1CCOCC1. Given the product [ClH:24].[Br:1][C:2]1[CH:22]=[CH:21][C:5]([O:6][CH2:7][CH:8]2[CH2:9][CH2:10][NH:11][CH2:12][CH2:13]2)=[CH:4][C:3]=1[F:23], predict the reactants needed to synthesize it.